Dataset: Forward reaction prediction with 1.9M reactions from USPTO patents (1976-2016). Task: Predict the product of the given reaction. (1) Given the reactants COC1C=C(OC)C=CC=1C[N:6]([C:14]1[N:19]=[C:18]2[N:20]([C@@H:24]([C:26]3[CH:27]=[N:28][CH:29]=[CH:30][CH:31]=3)[CH3:25])[C:21](=[O:23])[NH:22][C:17]2=[CH:16][CH:15]=1)C(=O)OC(C)(C)C.C(O)(C(F)(F)F)=O.C([SiH](CC)CC)C, predict the reaction product. The product is: [NH2:6][C:14]1[N:19]=[C:18]2[N:20]([C@@H:24]([C:26]3[CH:27]=[N:28][CH:29]=[CH:30][CH:31]=3)[CH3:25])[C:21](=[O:23])[NH:22][C:17]2=[CH:16][CH:15]=1. (2) Given the reactants [NH:1]1[CH2:4][CH:3]([CH:5]2[CH2:10][CH2:9][N:8]([C:11]([C:13]3[S:14][CH:15]=[CH:16][N:17]=3)=[O:12])[CH2:7][CH2:6]2)[CH2:2]1.[Cl:18][C:19]1[C:20]2[CH:30]=[CH:29][C:28]([C:31]([F:34])([F:33])[F:32])=[CH:27][C:21]=2[S:22][C:23]=1[C:24](O)=[O:25].CCN(CC)CC.CN(C(ON1N=NC2C=CC=NC1=2)=[N+](C)C)C.F[P-](F)(F)(F)(F)F, predict the reaction product. The product is: [Cl:18][C:19]1[C:20]2[CH:30]=[CH:29][C:28]([C:31]([F:32])([F:34])[F:33])=[CH:27][C:21]=2[S:22][C:23]=1[C:24]([N:1]1[CH2:2][CH:3]([CH:5]2[CH2:6][CH2:7][N:8]([C:11]([C:13]3[S:14][CH:15]=[CH:16][N:17]=3)=[O:12])[CH2:9][CH2:10]2)[CH2:4]1)=[O:25]. (3) Given the reactants C(OC([NH:8][C@@H:9]([CH3:33])[C:10]([NH:12][C@@H:13]([CH2:24][C:25]1[CH:30]=[CH:29][C:28]([O:31][CH3:32])=[CH:27][CH:26]=1)[C:14]([O:16][CH2:17][C:18]1[CH:23]=[CH:22][CH:21]=[CH:20][CH:19]=1)=[O:15])=[O:11])=O)(C)(C)C.[ClH:34].CCOC(C)=O, predict the reaction product. The product is: [NH2:8][C@@H:9]([CH3:33])[C:10]([NH:12][C@@H:13]([CH2:24][C:25]1[CH:26]=[CH:27][C:28]([O:31][CH3:32])=[CH:29][CH:30]=1)[C:14]([O:16][CH2:17][C:18]1[CH:23]=[CH:22][CH:21]=[CH:20][CH:19]=1)=[O:15])=[O:11].[ClH:34]. (4) Given the reactants [CH3:1][CH:2]([O:4][C:5]1[CH:12]=[CH:11][C:10](B2OC(C)(C)C(C)(C)O2)=[CH:9][C:6]=1[C:7]#[N:8])[CH3:3].Br[C:23]1[N:27]=[C:26]([C:28]2[C:29]([CH2:42][CH3:43])=[C:30]([CH2:34][CH2:35][CH2:36][C:37]([O:39][CH2:40][CH3:41])=[O:38])[CH:31]=[CH:32][CH:33]=2)[S:25][N:24]=1.P([O-])([O-])([O-])=O.[K+].[K+].[K+], predict the reaction product. The product is: [C:7]([C:6]1[CH:9]=[C:10]([C:23]2[N:27]=[C:26]([C:28]3[C:29]([CH2:42][CH3:43])=[C:30]([CH2:34][CH2:35][CH2:36][C:37]([O:39][CH2:40][CH3:41])=[O:38])[CH:31]=[CH:32][CH:33]=3)[S:25][N:24]=2)[CH:11]=[CH:12][C:5]=1[O:4][CH:2]([CH3:1])[CH3:3])#[N:8]. (5) The product is: [F:37][C:31]1[C:32]([F:36])=[CH:33][CH:34]=[CH:35][C:30]=1[C:28]1[N:29]=[C:24]2[CH:23]=[N:22][N:21]([CH2:20][C:17]3[N:18]=[N:19][C:14]([C:7]4[CH:8]=[CH:9][C:4]([CH2:1][CH2:2][CH3:3])=[CH:5][CH:6]=4)=[CH:15][CH:16]=3)[CH:26]=[C:25]2[N:27]=1. Given the reactants [CH2:1]([C:4]1[CH:9]=[CH:8][C:7](B(O)O)=[CH:6][CH:5]=1)[CH2:2][CH3:3].Cl[C:14]1[N:19]=[N:18][C:17]([CH2:20][N:21]2[CH:26]=[C:25]3[N:27]=[C:28]([C:30]4[CH:35]=[CH:34][CH:33]=[C:32]([F:36])[C:31]=4[F:37])[N:29]=[C:24]3[CH:23]=[N:22]2)=[CH:16][CH:15]=1, predict the reaction product. (6) Given the reactants [NH2-].[Na+].[C:3]1([CH3:11])[CH:8]=[CH:7][C:6]([NH:9][NH2:10])=[CH:5][CH:4]=1.[CH3:12]I, predict the reaction product. The product is: [CH3:12][N:9]([C:6]1[CH:7]=[CH:8][C:3]([CH3:11])=[CH:4][CH:5]=1)[NH2:10]. (7) Given the reactants [O:1]1[C:5]2[CH:6]=[CH:7][CH:8]=[CH:9][C:4]=2[CH:3]=[C:2]1[C:10]([NH:12][C:13]1([C:19]([NH:21][CH:22]2[CH2:27][CH2:26][N:25]([C:28]3[CH:33]=[CH:32][CH:31]=[CH:30][C:29]=3[CH:34]=[O:35])[CH2:24][C:23]2=[O:36])=[O:20])[CH2:18][CH2:17][CH2:16][CH2:15][CH2:14]1)=[O:11].P([O-])([O-])(O)=[O:38].[Na+].[Na+].OO.Cl[O-].[Na+].S([O-])([O-])=O.[Na+].[Na+].Cl, predict the reaction product. The product is: [O:1]1[C:5]2[CH:6]=[CH:7][CH:8]=[CH:9][C:4]=2[CH:3]=[C:2]1[C:10]([NH:12][C:13]1([C:19]([NH:21][CH:22]2[CH2:27][CH2:26][N:25]([C:28]3[CH:33]=[CH:32][CH:31]=[CH:30][C:29]=3[C:34]([OH:38])=[O:35])[CH2:24][C:23]2=[O:36])=[O:20])[CH2:18][CH2:17][CH2:16][CH2:15][CH2:14]1)=[O:11].